This data is from Full USPTO retrosynthesis dataset with 1.9M reactions from patents (1976-2016). The task is: Predict the reactants needed to synthesize the given product. (1) Given the product [Br:1][C:2]1[CH:7]=[C:6]([C:8]([F:9])([F:10])[F:11])[CH:5]=[C:4]([Br:12])[C:3]=1[N:13]1[C:17]2[N:18]=[C:19]([CH3:32])[N:20]=[C:21]([N:22]3[CH2:31][CH2:30][C:25](=[O:26])[CH2:24][CH2:23]3)[C:16]=2[C:15]([CH3:33])=[C:14]1[CH3:34], predict the reactants needed to synthesize it. The reactants are: [Br:1][C:2]1[CH:7]=[C:6]([C:8]([F:11])([F:10])[F:9])[CH:5]=[C:4]([Br:12])[C:3]=1[N:13]1[C:17]2[N:18]=[C:19]([CH3:32])[N:20]=[C:21]([N:22]3[CH2:31][CH2:30][C:25]4(OCC[O:26]4)[CH2:24][CH2:23]3)[C:16]=2[C:15]([CH3:33])=[C:14]1[CH3:34].Cl. (2) Given the product [NH2:1][C:4]1[CH:5]=[C:6]([CH:35]=[CH:36][CH:37]=1)[CH2:7][N:8]1[C:12](=[O:13])[C:11]2([CH2:18][CH2:17][N:16]([C:19]([O:21][CH2:22][C:23]3[CH:28]=[CH:27][CH:26]=[CH:25][CH:24]=3)=[O:20])[CH2:15][CH2:14]2)[N:10]([C:29]2[CH:30]=[CH:31][CH:32]=[CH:33][CH:34]=2)[CH2:9]1, predict the reactants needed to synthesize it. The reactants are: [N+:1]([C:4]1[CH:5]=[C:6]([CH:35]=[CH:36][CH:37]=1)[CH2:7][N:8]1[C:12](=[O:13])[C:11]2([CH2:18][CH2:17][N:16]([C:19]([O:21][CH2:22][C:23]3[CH:28]=[CH:27][CH:26]=[CH:25][CH:24]=3)=[O:20])[CH2:15][CH2:14]2)[N:10]([C:29]2[CH:34]=[CH:33][CH:32]=[CH:31][CH:30]=2)[CH2:9]1)([O-])=O.[Cl-].[NH4+]. (3) The reactants are: [CH:1]1([C:4]2[N:5]=[CH:6][N:7]([C:9]3[CH:14]=[CH:13][N:12]=[C:11]([C:15]([OH:17])=O)[CH:10]=3)[CH:8]=2)[CH2:3][CH2:2]1.[F:18][C:19]([F:34])([F:33])[C@@H:20]([N:22]1[CH:26]=[N:25][N:24]=[C:23]1[C:27]1[S:28][CH:29]=[C:30]([NH2:32])[N:31]=1)[CH3:21].CN(C(ON1N=NC2C=CC=NC1=2)=[N+](C)C)C.F[P-](F)(F)(F)(F)F.CN1CCOCC1. Given the product [CH:1]1([C:4]2[N:5]=[CH:6][N:7]([C:9]3[CH:14]=[CH:13][N:12]=[C:11]([C:15]([NH:32][C:30]4[N:31]=[C:27]([C:23]5[N:22]([C@@H:20]([CH3:21])[C:19]([F:34])([F:33])[F:18])[CH:26]=[N:25][N:24]=5)[S:28][CH:29]=4)=[O:17])[CH:10]=3)[CH:8]=2)[CH2:2][CH2:3]1, predict the reactants needed to synthesize it. (4) The reactants are: [C:1]([N:8]1[CH2:15][C@H:14]([OH:16])[CH2:13][C@H:9]1[C:10]([OH:12])=[O:11])([O:3][C:4]([CH3:7])([CH3:6])[CH3:5])=[O:2].Cl[C:18]1[N:19]=[C:20]2[C:25](=[C:26]3[C:31]=1[CH:30]=[CH:29][CH:28]=[CH:27]3)[CH:24]=[CH:23][CH:22]=[CH:21]2.CC(C)([O-])C.[Na+]. Given the product [C:4]([O:3][C:1]([N:8]1[CH2:15][C@H:14]([O:16][C:18]2[N:19]=[C:20]3[C:25](=[C:26]4[C:31]=2[CH:30]=[CH:29][CH:28]=[CH:27]4)[CH:24]=[CH:23][CH:22]=[CH:21]3)[CH2:13][C@H:9]1[C:10]([OH:12])=[O:11])=[O:2])([CH3:7])([CH3:6])[CH3:5], predict the reactants needed to synthesize it. (5) The reactants are: [BH4-].[Na+].[CH3:3][C:4]1[N:9]=[C:8]([C:10]2[CH:11]=[C:12]([CH:15]=[CH:16][CH:17]=2)[C:13]#[N:14])[C:7]([C:18]2[O:19][C:20]([C:23]3[CH:28]=[CH:27][CH:26]=[CH:25][CH:24]=3)=[N:21][N:22]=2)=[CH:6][N:5]=1. Given the product [CH3:3][C:4]1[N:9]=[C:8]([C:10]2[CH:11]=[C:12]([CH2:13][NH2:14])[CH:15]=[CH:16][CH:17]=2)[C:7]([C:18]2[O:19][C:20]([C:23]3[CH:28]=[CH:27][CH:26]=[CH:25][CH:24]=3)=[N:21][N:22]=2)=[CH:6][N:5]=1, predict the reactants needed to synthesize it. (6) Given the product [CH3:7][NH:8][C:9]1[S:10][CH:11]=[C:12]([C:14]2[CH:21]=[CH:20][C:17]([CH2:18][NH2:19])=[CH:16][CH:15]=2)[N:13]=1, predict the reactants needed to synthesize it. The reactants are: [H-].[Al+3].[Li+].[H-].[H-].[H-].[CH3:7][NH:8][C:9]1[S:10][CH:11]=[C:12]([C:14]2[CH:21]=[CH:20][C:17]([C:18]#[N:19])=[CH:16][CH:15]=2)[N:13]=1. (7) Given the product [C:1]([N:8]1[C@@H:13]([C:14](=[O:19])[CH2:15][CH2:16][CH2:17][CH3:18])[CH2:12][CH2:11][CH2:10][C@@H:9]1[CH3:20])([O:3][C:4]([CH3:7])([CH3:6])[CH3:5])=[O:2], predict the reactants needed to synthesize it. The reactants are: [C:1]([N:8]1[C@@H:13]([C:14](=[O:19])[CH2:15][CH2:16][CH:17]=[CH2:18])[CH2:12][CH2:11][CH2:10][C@@H:9]1[CH3:20])([O:3][C:4]([CH3:7])([CH3:6])[CH3:5])=[O:2]. (8) Given the product [CH3:1][C:2]1[O:6][C:5]([C:7]2[CH:8]=[CH:9][CH:10]=[CH:11][CH:12]=2)=[N:4][C:3]=1[CH2:13][O:14][C:15]1[CH:16]=[CH:17][C:18]([CH2:19][C:20]2[NH:21][C:22]([CH2:31][CH2:32][C:33]([OH:35])=[O:34])=[C:23]([C:25]3[CH:26]=[CH:27][CH:28]=[CH:29][CH:30]=3)[N:24]=2)=[CH:37][CH:38]=1, predict the reactants needed to synthesize it. The reactants are: [CH3:1][C:2]1[O:6][C:5]([C:7]2[CH:12]=[CH:11][CH:10]=[CH:9][CH:8]=2)=[N:4][C:3]=1[CH2:13][O:14][C:15]1[CH:38]=[CH:37][C:18]([CH2:19][C:20]2[NH:21][C:22]([CH2:31][CH2:32][C:33]([O:35]C)=[O:34])=[C:23]([C:25]3[CH:30]=[CH:29][CH:28]=[CH:27][CH:26]=3)[N:24]=2)=[CH:17][CH:16]=1.O.[OH-].[Li+].O1CCCC1.Cl. (9) Given the product [Br:1][C:2]1[N:6]([CH2:7][C:8]2[CH:13]=[CH:12][CH:11]=[CH:10][C:9]=2[F:14])[C:5](=[O:15])[N:4]([CH2:16][C:17]([OH:19])=[O:18])[N:3]=1, predict the reactants needed to synthesize it. The reactants are: [Br:1][C:2]1[N:6]([CH2:7][C:8]2[CH:13]=[CH:12][CH:11]=[CH:10][C:9]=2[F:14])[C:5](=[O:15])[N:4]([CH2:16][C:17]([O:19]C)=[O:18])[N:3]=1.[OH-].[Li+].